This data is from Forward reaction prediction with 1.9M reactions from USPTO patents (1976-2016). The task is: Predict the product of the given reaction. Given the reactants [CH3:1][N:2]1[CH:7]=[C:6](B2OC(C)(C)C(C)(C)O2)[C:5]2[O:17][C:18]([CH2:20][N:21]3[CH2:26][CH2:25][N:24]([S:27]([CH3:30])(=[O:29])=[O:28])[CH2:23][C@H:22]3[CH3:31])=[CH:19][C:4]=2[C:3]1=[O:32].Br[C:34]1[CH:39]=[CH:38][N:37]=[CH:36][C:35]=1[O:40][CH2:41][CH:42]1[CH2:45][CH2:44][O:43]1.C(=O)([O-])[O-].[Na+].[Na+], predict the reaction product. The product is: [CH3:1][N:2]1[CH:7]=[C:6]([C:34]2[CH:39]=[CH:38][N:37]=[CH:36][C:35]=2[O:40][CH2:41][CH:42]2[CH2:45][CH2:44][O:43]2)[C:5]2[O:17][C:18]([CH2:20][N:21]3[CH2:26][CH2:25][N:24]([S:27]([CH3:30])(=[O:29])=[O:28])[CH2:23][C@H:22]3[CH3:31])=[CH:19][C:4]=2[C:3]1=[O:32].